This data is from Catalyst prediction with 721,799 reactions and 888 catalyst types from USPTO. The task is: Predict which catalyst facilitates the given reaction. (1) Reactant: [F:1][C:2]1[CH:3]=[C:4]([NH:24][C:25](=[O:37])[CH2:26]C(NC2C=CC(F)=CC=2)=O)[CH:5]=[CH:6][C:7]=1[O:8][C:9]1[CH:14]=[CH:13][N:12]=[C:11]([NH:15]CCN2CCOCC2)C=1.[CH2:38]([O:45][C:46]1[CH:52]=[CH:51][C:49]([NH2:50])=[CH:48][CH:47]=1)[C:39]1[CH:44]=[CH:43][CH:42]=[CH:41][CH:40]=1.COCCOCCOC. Product: [CH2:38]([O:45][C:46]1[CH:47]=[CH:48][C:49]([NH:50][C:13]2[N:12]=[CH:11][N:15]=[C:9]([O:8][C:7]3[CH:6]=[CH:5][C:4]([NH:24][C:25](=[O:37])[CH3:26])=[CH:3][C:2]=3[F:1])[CH:14]=2)=[CH:51][CH:52]=1)[C:39]1[CH:40]=[CH:41][CH:42]=[CH:43][CH:44]=1. The catalyst class is: 6. (2) Reactant: [NH2:1][CH2:2][CH2:3][CH:4]([N:6]1[CH2:11][CH2:10][CH:9]([N:12]([CH2:18][C:19]2[CH:23]=[CH:22][S:21][CH:20]=2)[C:13]([NH:15]OC)=[O:14])[CH2:8][CH2:7]1)[CH3:5].[CH3:24]CN=C=NCCCN(C)C.C1C=CC2N(O)N=NC=2C=1.[C:45]([C:47]1[CH:55]=[C:54]([CH3:56])[C:50]([C:51](O)=[O:52])=[C:49]([CH3:57])[N:48]=1)#[N:46].CCN(C(C)C)C(C)C. Product: [C:45]([C:47]1[CH:55]=[C:54]([CH3:56])[C:50]([C:51]([NH:1][CH2:2][CH2:3][CH:4]([N:6]2[CH2:7][CH2:8][CH:9]([N:12]([CH2:18][C:19]3[CH:23]=[CH:22][S:21][CH:20]=3)[C:13]([NH:15][CH3:24])=[O:14])[CH2:10][CH2:11]2)[CH3:5])=[O:52])=[C:49]([CH3:57])[N:48]=1)#[N:46]. The catalyst class is: 3. (3) Reactant: [F:1][C:2]1[C:7]([C:8](O)=[O:9])=[CH:6][CH:5]=[CH:4][C:3]=1[C:11]1[CH:16]=[CH:15][CH:14]=[CH:13][CH:12]=1.C(Cl)(=O)C([Cl:20])=O. Product: [F:1][C:2]1[C:7]([C:8]([Cl:20])=[O:9])=[CH:6][CH:5]=[CH:4][C:3]=1[C:11]1[CH:16]=[CH:15][CH:14]=[CH:13][CH:12]=1. The catalyst class is: 59. (4) The catalyst class is: 3. Product: [F:3][C:4]1[CH:9]=[CH:8][C:7]([O:10][C:12]2[N:17]=[C:16]([C:18]([N:20]([CH3:42])[C:21]3[CH:26]=[CH:25][C:24]([CH2:27][N:28]4[CH2:33][CH2:32][N:31]([C:34]([O:36][C:37]([CH3:39])([CH3:38])[CH3:40])=[O:35])[C@@H:30]([CH3:41])[CH2:29]4)=[CH:23][CH:22]=3)=[O:19])[CH:15]=[CH:14][CH:13]=2)=[CH:6][CH:5]=1. Reactant: [H-].[Na+].[F:3][C:4]1[CH:9]=[CH:8][C:7]([OH:10])=[CH:6][CH:5]=1.Cl[C:12]1[N:17]=[C:16]([C:18]([N:20]([CH3:42])[C:21]2[CH:26]=[CH:25][C:24]([CH2:27][N:28]3[CH2:33][CH2:32][N:31]([C:34]([O:36][C:37]([CH3:40])([CH3:39])[CH3:38])=[O:35])[C@@H:30]([CH3:41])[CH2:29]3)=[CH:23][CH:22]=2)=[O:19])[CH:15]=[CH:14][CH:13]=1.